This data is from Reaction yield outcomes from USPTO patents with 853,638 reactions. The task is: Predict the reaction yield, written as a fraction of the theoretical maximum amount of product (1.0 means a 100% yield; for example, 0.34 means a 34% yield). (1) The catalyst is CO.CC(O)=O. The reactants are [CH2:1]([S:3]([C:6]1[CH:7]=[C:8]([C:12]2[N:20]3[C:15]([CH:16]=[N:17][C:18](O)=[N:19]3)=[CH:14][CH:13]=2)[CH:9]=[CH:10][CH:11]=1)(=[O:5])=[O:4])[CH3:2].[CH2:22]([S:24](C1C=C(C2N3C(C=NC(SC)=N3)=CC=2)C=CC=1)(=[O:26])=[O:25])C.OO.[O-]S([O-])(=S)=O.[Na+].[Na+]. The yield is 0.970. The product is [CH2:1]([S:3]([C:6]1[CH:7]=[C:8]([C:12]2[N:20]3[C:15]([CH:16]=[N:17][C:18]([S:24]([CH3:22])(=[O:26])=[O:25])=[N:19]3)=[CH:14][CH:13]=2)[CH:9]=[CH:10][CH:11]=1)(=[O:5])=[O:4])[CH3:2]. (2) The reactants are Cl[C:2]1[C:3]2[S:10][CH:9]=[CH:8][C:4]=2[N:5]=[CH:6][N:7]=1.FC1C=C([N+]([O-])=O)C=CC=1OC1C2SC(C(NCCN3CCOCC3)=O)=CC=2N=CN=1.FC1C=C([N+]([O-])=O)C=CC=1O.[Cl:53][C:54]1[CH:55]=[C:56]([OH:63])[CH:57]=[CH:58][C:59]=1[N+:60]([O-:62])=[O:61]. No catalyst specified. The product is [Cl:53][C:54]1[CH:55]=[C:56]([CH:57]=[CH:58][C:59]=1[N+:60]([O-:62])=[O:61])[O:63][C:2]1[C:3]2[S:10][CH:9]=[CH:8][C:4]=2[N:5]=[CH:6][N:7]=1. The yield is 0.720. (3) The reactants are CCN(C(C)C)C(C)C.Cl.[Br:11][C:12]1[CH:13]=[CH:14][C:15]([S:20]([CH2:23][CH3:24])(=[O:22])=[O:21])=[C:16]([CH:19]=1)[CH2:17][NH2:18].[F:25][C:26]([F:37])([F:36])[C:27]1[CH:28]=[C:29]([CH:33]=[CH:34][CH:35]=1)[C:30](O)=[O:31].CN(C(ON1N=NC2C=CC=CC1=2)=[N+](C)C)C.F[P-](F)(F)(F)(F)F. The catalyst is C(Cl)Cl.O. The product is [Br:11][C:12]1[CH:13]=[CH:14][C:15]([S:20]([CH2:23][CH3:24])(=[O:22])=[O:21])=[C:16]([CH:19]=1)[CH2:17][NH:18][C:30](=[O:31])[C:29]1[CH:33]=[CH:34][CH:35]=[C:27]([C:26]([F:25])([F:36])[F:37])[CH:28]=1. The yield is 0.990. (4) The reactants are Br[CH2:2][C:3]([C:5]1[CH:10]=[CH:9][C:8]([F:11])=[CH:7][C:6]=1[F:12])=O.Cl.[NH:14]=[C:15]1[CH2:19][CH2:18][CH2:17][NH:16]1.C([O-])([O-])=O.[Na+].[Na+].O. The catalyst is CN(C=O)C. The product is [F:12][C:6]1[CH:7]=[C:8]([F:11])[CH:9]=[CH:10][C:5]=1[C:3]1[N:14]=[C:15]2[CH2:19][CH2:18][CH2:17][N:16]2[CH:2]=1. The yield is 1.00. (5) The reactants are C(OC(=O)[NH:7][CH:8]([CH2:24][N:25]1[CH2:30][CH2:29][O:28][CH2:27][CH2:26]1)[CH2:9][C:10]1[CH:15]=[CH:14][C:13]([O:16][CH2:17][C:18]2[CH:23]=[CH:22][CH:21]=[CH:20][CH:19]=2)=[CH:12][CH:11]=1)(C)(C)C.FC(F)(F)C(O)=O. The catalyst is ClCCl. The product is [CH2:17]([O:16][C:13]1[CH:14]=[CH:15][C:10]([CH2:9][C@H:8]([NH2:7])[CH2:24][N:25]2[CH2:30][CH2:29][O:28][CH2:27][CH2:26]2)=[CH:11][CH:12]=1)[C:18]1[CH:19]=[CH:20][CH:21]=[CH:22][CH:23]=1. The yield is 0.770. (6) The reactants are C1[C@H](N)[C@@H](O[C@H]2O[C@H](CO)[C@@H](O)[C@H](O)[C@H]2N)[C@H:4]([O:20][C@@H:21]2[O:25][C@H](CO)[C@@H](O[C@H]3O[C@@H](CN)[C@@H](O)[C@H](O)[C@H]3N)[C@H]2O)[C@@H:3](O)[C@@H:2]1[NH2:42].OS(O)(=O)=O.[C:48](=[O:51])([O-:50])[O-].[Na+].[Na+].Cl[C:55]([O:57][CH2:58][C:59]1[CH:64]=[CH:63][CH:62]=[CH:61][CH:60]=1)=[O:56].C(=O)(O)[O-].[Na+].[CH3:70][CH2:71][CH2:72][CH2:73][CH2:74][CH3:75]. The catalyst is O.O1CCCC1. The product is [C:21]([O:20][C@@H:4]([CH2:3][CH2:2][NH:42][C:55]([O:57][CH2:58][C:59]1[CH:64]=[CH:63][CH:62]=[CH:61][CH:60]=1)=[O:56])[C:48]([OH:50])=[O:51])(=[O:25])[C:72]1[CH:71]=[CH:70][CH:75]=[CH:74][CH:73]=1. The yield is 0.645. (7) The reactants are C[O:2][C:3](=O)[C:4]1[CH:9]=[C:8]([Cl:10])[CH:7]=[CH:6][C:5]=1[O:11][C@H:12]1[CH2:17][CH2:16][C@H:15]([O:18][Si:19]([C:22]([CH3:25])([CH3:24])[CH3:23])([CH3:21])[CH3:20])[CH2:14][CH2:13]1.[H-].[H-].[H-].[H-].[Li+].[Al+3]. The catalyst is C(OCC)C.ClCCl.O=[Mn]=O. The product is [C:22]([Si:19]([CH3:21])([CH3:20])[O:18][C@H:15]1[CH2:16][CH2:17][C@H:12]([O:11][C:5]2[CH:6]=[CH:7][C:8]([Cl:10])=[CH:9][C:4]=2[CH:3]=[O:2])[CH2:13][CH2:14]1)([CH3:25])([CH3:24])[CH3:23]. The yield is 0.440.